Dataset: Reaction yield outcomes from USPTO patents with 853,638 reactions. Task: Predict the reaction yield, written as a fraction of the theoretical maximum amount of product (1.0 means a 100% yield; for example, 0.34 means a 34% yield). (1) The reactants are [CH2:1]([NH3+:7])[C@H:2]([OH:6])[C:3]([O-:5])=[O:4].CN1CCOCC1.[CH3:15][C:16]([O:19][C:20](O[C:20]([O:19][C:16]([CH3:18])([CH3:17])[CH3:15])=[O:21])=[O:21])([CH3:18])[CH3:17].NCC(O)=O.C([O-])(O)=O.[Na+]. The catalyst is O1CCOCC1.O. The product is [C:20]([NH:7][CH2:1][C@H:2]([OH:6])[C:3]([OH:5])=[O:4])([O:19][C:16]([CH3:18])([CH3:17])[CH3:15])=[O:21]. The yield is 0.815. (2) The reactants are [C:1]([C:3]1[CH:8]=[CH:7][C:6]([NH:9][CH:10]2[CH2:15][CH2:14][CH:13]([O:16][CH2:17][C:18]([OH:20])=O)[CH2:12][CH2:11]2)=[CH:5][C:4]=1[C:21]([F:24])([F:23])[F:22])#[N:2].[CH3:25]CN=C=NCCCN(C)C.Cl.C1C=CC2N(O)N=NC=2C=1.C(N(CC)CC)C.[F:54][C:55]1[CH:56]=[CH:57][C:58]2[O:62][CH:61]([CH2:63][N:64]3[CH2:69][CH2:68][NH:67][CH2:66][CH2:65]3)[CH2:60][C:59]=2[CH:70]=1. The catalyst is ClCCl. The product is [F:54][C:55]1[CH:56]=[CH:57][C:58]2[O:62][CH:61]([CH2:63][N:64]3[CH2:65][CH2:66][N:67]([CH2:25][C:18](=[O:20])[CH2:17][O:16][CH:13]4[CH2:12][CH2:11][CH:10]([NH:9][C:6]5[CH:7]=[CH:8][C:3]([C:1]#[N:2])=[C:4]([C:21]([F:23])([F:22])[F:24])[CH:5]=5)[CH2:15][CH2:14]4)[CH2:68][CH2:69]3)[CH2:60][C:59]=2[CH:70]=1. The yield is 0.690. (3) The reactants are [CH2:1]([O:8][C:9]1[C:10]([C:25]2[CH2:30][CH2:29][C:28]([CH3:32])([CH3:31])[CH2:27][CH:26]=2)=[C:11]([CH:19]([OH:24])[C:20]([O:22][CH3:23])=[O:21])[C:12]([C:15]([F:18])([F:17])[F:16])=[CH:13][CH:14]=1)[C:2]1[CH:7]=[CH:6][CH:5]=[CH:4][CH:3]=1.Cl(O)(=O)(=O)=O.[Na]. The catalyst is C(OC(C)(C)C)(=O)C. The product is [CH2:1]([O:8][C:9]1[C:10]([C:25]2[CH2:30][CH2:29][C:28]([CH3:32])([CH3:31])[CH2:27][CH:26]=2)=[C:11]([CH:19]([O:24][C:2]([CH3:7])([CH3:3])[CH3:1])[C:20]([O:22][CH3:23])=[O:21])[C:12]([C:15]([F:17])([F:18])[F:16])=[CH:13][CH:14]=1)[C:2]1[CH:3]=[CH:4][CH:5]=[CH:6][CH:7]=1. The yield is 0.300. (4) The catalyst is ClCCl.O. The yield is 0.0900. The reactants are [CH3:1][C:2]1[CH:9]=[C:8]([O:10][CH2:11][CH2:12][CH2:13][C:14]2[CH2:15][CH2:16][N:17]([CH3:20])[CH2:18][CH:19]=2)[CH:7]=[CH:6][C:3]=1[CH:4]=O.C[N:22]1CC=[C:25]([CH2:28][CH2:29][CH2:30]O)[CH2:24][CH2:23]1.N1C=CC=CC=1.C1(C)C=CC(S([Cl:47])(=O)=O)=CC=1.OC1C=CC(C=O)=C(C)C=1.C([O-])([O-])=O.[K+].[K+].C[N:66]([CH:68]=O)C. The product is [Cl:47][C:25]1[CH:28]=[C:29]([CH3:30])[C:68]2[N:66]=[C:4]([C:3]3[CH:6]=[CH:7][C:8]([O:10][CH2:11][CH2:12][CH2:13][C:14]4[CH2:15][CH2:16][N:17]([CH3:20])[CH2:18][CH:19]=4)=[CH:9][C:2]=3[CH3:1])[NH:22][C:23]=2[CH:24]=1. (5) The product is [CH2:15]([C:6]1[CH:7]=[CH:8][C:9]2[C:4](=[CH:3][C:2]([Cl:1])=[CH:11][CH:10]=2)[CH:5]=1)[CH:14]=[CH2:13]. The reactants are [Cl:1][C:2]1[CH:11]=[CH:10][C:9]2[C:4](=[CH:5][C:6](I)=[CH:7][CH:8]=2)[CH:3]=1.[CH2:13]([Sn](CCCC)(CCCC)CCCC)[CH:14]=[CH2:15].[F-].[K+]. The yield is 0.800. The catalyst is C1C=CC([P]([Pd]([P](C2C=CC=CC=2)(C2C=CC=CC=2)C2C=CC=CC=2)([P](C2C=CC=CC=2)(C2C=CC=CC=2)C2C=CC=CC=2)[P](C2C=CC=CC=2)(C2C=CC=CC=2)C2C=CC=CC=2)(C2C=CC=CC=2)C2C=CC=CC=2)=CC=1. (6) The reactants are Cl[C:2]1[N:7]2[N:8]=[CH:9][C:10]([C:11]([O:13][CH2:14][CH3:15])=[O:12])=[C:6]2[N:5]=[CH:4][C:3]=1[C:16]([N:18]1[CH2:23][CH2:22][CH:21]([C:24]2[CH:29]=[CH:28][CH:27]=[CH:26][CH:25]=2)[CH2:20][CH2:19]1)=[O:17].[NH2:30][C:31]1[CH:32]=[CH:33][CH:34]=[C:35]2[C:39]=1[NH:38][CH:37]=[CH:36]2. No catalyst specified. The product is [CH2:14]([O:13][C:11]([C:10]1[CH:9]=[N:8][N:7]2[C:2]([NH:30][C:31]3[CH:32]=[CH:33][CH:34]=[C:35]4[C:39]=3[NH:38][CH:37]=[CH:36]4)=[C:3]([C:16]([N:18]3[CH2:23][CH2:22][CH:21]([C:24]4[CH:29]=[CH:28][CH:27]=[CH:26][CH:25]=4)[CH2:20][CH2:19]3)=[O:17])[CH:4]=[N:5][C:6]=12)=[O:12])[CH3:15]. The yield is 0.990. (7) The reactants are [CH3:1][O:2][C:3]([N:5]1[CH2:10][CH2:9][CH:8]([C:11]2[C:12]3[CH:23]=[CH:22][C:21]([C:24]([F:27])([F:26])[F:25])=[CH:20][C:13]=3[S:14][C:15]=2[C:16]([O:18]C)=[O:17])[CH2:7][CH2:6]1)=[O:4].[OH-].[Na+]. The catalyst is C1COCC1.O. The product is [CH3:1][O:2][C:3]([N:5]1[CH2:6][CH2:7][CH:8]([C:11]2[C:12]3[CH:23]=[CH:22][C:21]([C:24]([F:27])([F:25])[F:26])=[CH:20][C:13]=3[S:14][C:15]=2[C:16]([OH:18])=[O:17])[CH2:9][CH2:10]1)=[O:4]. The yield is 0.920. (8) The reactants are OC[C@H]1N[C:6](=O)[CH2:5][CH2:4]1.[CH3:9][N:10]([CH:12]=[O:13])C.[Si:14](Cl)([C:17]([CH3:20])([CH3:19])[CH3:18])(C)C.N1[CH:26]=[CH:25]N=C1.[OH2:27]. No catalyst specified. The product is [C:17]([SiH2:14][O:27][C:5]([CH3:4])([CH3:6])[C@H:9]1[NH:10][C:12](=[O:13])[CH2:26][CH2:25]1)([CH3:20])([CH3:19])[CH3:18]. The yield is 0.960. (9) The reactants are [F:1][C:2]1[CH:7]=[CH:6][CH:5]=[C:4]([F:8])[C:3]=1[N:9]1[C:14]2[N:15]=[C:16](S(C)(=O)=O)[N:17]=[C:18]([C:19]3[CH:24]=[CH:23][C:22]([F:25])=[CH:21][C:20]=3[CH3:26])[C:13]=2[CH:12]=[CH:11][C:10]1=[O:31].[CH3:32][S:33][CH2:34][CH2:35][CH2:36][NH2:37]. No catalyst specified. The product is [F:8][C:4]1[CH:5]=[CH:6][CH:7]=[C:2]([F:1])[C:3]=1[N:9]1[C:14]2[N:15]=[C:16]([NH:37][CH2:36][CH2:35][CH2:34][S:33][CH3:32])[N:17]=[C:18]([C:19]3[CH:24]=[CH:23][C:22]([F:25])=[CH:21][C:20]=3[CH3:26])[C:13]=2[CH:12]=[CH:11][C:10]1=[O:31]. The yield is 0.520. (10) The reactants are [CH3:1][O:2][C:3]1[CH:4]=[C:5]([NH:15][C:16]([NH2:18])=S)[CH:6]=[CH:7][C:8]=1[N:9]1[CH:13]=[C:12]([CH3:14])[N:11]=[CH:10]1.IC.[C:21]1([CH2:27][C:28]([NH:30][NH2:31])=O)[CH:26]=[CH:25][CH:24]=[CH:23][CH:22]=1.[OH-].[Na+].Cl. The catalyst is CC(C)=O.C(OCC)C. The product is [CH2:27]([C:28]1[NH:18][C:16]([NH:15][C:5]2[CH:6]=[CH:7][C:8]([N:9]3[CH:13]=[C:12]([CH3:14])[N:11]=[CH:10]3)=[C:3]([O:2][CH3:1])[CH:4]=2)=[N:31][N:30]=1)[C:21]1[CH:26]=[CH:25][CH:24]=[CH:23][CH:22]=1. The yield is 0.270.